From a dataset of Forward reaction prediction with 1.9M reactions from USPTO patents (1976-2016). Predict the product of the given reaction. (1) Given the reactants [Cl:1][C:2]1[CH:7]=[CH:6][CH:5]=[CH:4][C:3]=1[C:8]1[C:13]([C:14]([O:16]CC)=[O:15])=[CH:12][N:11]=[C:10]([CH2:19][N:20]2[N:24]=[N:23][C:22]([C:25]([F:28])([F:27])[F:26])=[N:21]2)[N:9]=1.[OH-].[Na+], predict the reaction product. The product is: [Cl:1][C:2]1[CH:7]=[CH:6][CH:5]=[CH:4][C:3]=1[C:8]1[C:13]([C:14]([OH:16])=[O:15])=[CH:12][N:11]=[C:10]([CH2:19][N:20]2[N:24]=[N:23][C:22]([C:25]([F:26])([F:27])[F:28])=[N:21]2)[N:9]=1. (2) Given the reactants [F:1][C:2]1([F:29])[CH2:7][CH2:6][N:5]([C:8]([C:10]2[NH:11][C:12]3[C:17]([CH:18]=2)=[CH:16][C:15]([O:19][CH:20]2[CH2:25][CH2:24][N:23]([CH:26]([CH3:28])[CH3:27])[CH2:22][CH2:21]2)=[CH:14][CH:13]=3)=[O:9])[CH2:4][CH2:3]1.[CH3:30][C:31]1[CH:36]=[CH:35][C:34](B(O)O)=[CH:33][CH:32]=1, predict the reaction product. The product is: [F:29][C:2]1([F:1])[CH2:7][CH2:6][N:5]([C:8]([C:10]2[N:11]([C:34]3[CH:35]=[CH:36][C:31]([CH3:30])=[CH:32][CH:33]=3)[C:12]3[C:17]([CH:18]=2)=[CH:16][C:15]([O:19][CH:20]2[CH2:25][CH2:24][N:23]([CH:26]([CH3:27])[CH3:28])[CH2:22][CH2:21]2)=[CH:14][CH:13]=3)=[O:9])[CH2:4][CH2:3]1. (3) Given the reactants C(O)[C@H]1[O:7][C@@H:6]([O:8][C@H]2[C@H:4](O)[C@@H:5]([OH:31])[C@H:6]([O:8][C@H]3[C@H:4](O)[C@@H:5]([OH:31])[CH:6]([OH:8])[O:7][C@@H]3CO)[O:7][C@@H]2CO)[C@H:5]([OH:31])[C@@H:4](O)[C@@H]1O.[CH2:35]([OH:79])[C@H:36]1[O:41][C@@H:40]([O:42][C@H:43]2[C@H:48]([OH:49])[C@@H:47]([OH:50])[C@H:46]([O:51][C@H:52]3[C@H:57]([OH:58])[C@@H:56]([OH:59])[C@H:55]([O:60][C@H:61]4[C@H:66]([OH:67])[C@@H:65]([OH:68])[CH:64]([OH:69])[O:63][C@@H:62]4[CH2:70][OH:71])[O:54][C@@H:53]3[CH2:72][OH:73])[O:45][C@@H:44]2[CH2:74][OH:75])[C@H:39]([OH:76])[C@@H:38]([OH:77])[C@@H:37]1[OH:78], predict the reaction product. The product is: [C:6]([OH:8])(=[O:7])[C@H:5]([CH3:4])[OH:31].[CH2:35]([OH:79])[C@H:36]1[O:41][C@@H:40]([O:42][C@H:43]2[C@H:48]([OH:49])[C@@H:47]([OH:50])[C@H:46]([O:51][C@H:52]3[C@H:57]([OH:58])[C@@H:56]([OH:59])[CH:55]([OH:60])[O:54][C@@H:53]3[CH2:72][OH:73])[O:45][C@@H:44]2[CH2:74][OH:75])[C@H:39]([OH:76])[C@@H:38]([OH:77])[C@@H:37]1[OH:78].[CH2:35]([OH:79])[C@H:36]1[O:41][C@@H:40]([O:42][C@H:43]2[C@H:48]([OH:49])[C@@H:47]([OH:50])[C@H:46]([O:51][C@H:52]3[C@H:57]([OH:58])[C@@H:56]([OH:59])[C@H:55]([O:60][C@H:61]4[C@H:66]([OH:67])[C@@H:65]([OH:68])[CH:64]([OH:69])[O:63][C@@H:62]4[CH2:70][OH:71])[O:54][C@@H:53]3[CH2:72][OH:73])[O:45][C@@H:44]2[CH2:74][OH:75])[C@H:39]([OH:76])[C@@H:38]([OH:77])[C@@H:37]1[OH:78]. (4) The product is: [Cl:8][C:7]1[N:6]=[CH:5][C:4]([C:9]2[CH:10]=[N:11][N:12]3[CH:17]=[CH:16][C:15]([C:18]([N:20]([C:22]4[CH:27]=[CH:26][C:25]([C:28]#[N:29])=[CH:24][N:23]=4)[CH3:21])=[O:19])=[CH:14][C:13]=23)=[CH:3][C:2]=1[NH:1][S:37]([CH3:36])(=[O:39])=[O:38]. Given the reactants [NH2:1][C:2]1[CH:3]=[C:4]([C:9]2[CH:10]=[N:11][N:12]3[CH:17]=[CH:16][C:15]([C:18]([N:20]([C:22]4[CH:27]=[CH:26][C:25]([C:28]#[N:29])=[CH:24][N:23]=4)[CH3:21])=[O:19])=[CH:14][C:13]=23)[CH:5]=[N:6][C:7]=1[Cl:8].N1C=CC=CC=1.[CH3:36][S:37](Cl)(=[O:39])=[O:38], predict the reaction product. (5) Given the reactants [Cl:1][C:2]1[CH:3]=[C:4]([NH:17][C:18]2[C:27]3[C:22](=[CH:23][CH:24]=[C:25]([N:28]([CH3:38])[C:29]([CH2:31][CH2:32][NH:33]C(=O)C=C)=[O:30])[CH:26]=3)[N:21]=[CH:20][N:19]=2)[CH:5]=[CH:6][C:7]=1[O:8][CH2:9][C:10]1[CH:15]=[CH:14][CH:13]=[C:12]([F:16])[CH:11]=1.NCCC(N(C1C=C2C(=CC=1)N=CN=C2NC1C=CC(OCC2C=CC=C(F)C=2)=C(Cl)C=1)CC)=O, predict the reaction product. The product is: [NH2:33][CH2:32][CH2:31][C:29]([N:28]([C:25]1[CH:26]=[C:27]2[C:22](=[CH:23][CH:24]=1)[N:21]=[CH:20][N:19]=[C:18]2[NH:17][C:4]1[CH:5]=[CH:6][C:7]([O:8][CH2:9][C:10]2[CH:15]=[CH:14][CH:13]=[C:12]([F:16])[CH:11]=2)=[C:2]([Cl:1])[CH:3]=1)[CH3:38])=[O:30]. (6) The product is: [CH2:17]([NH:16][C:12]1[N:13]=[C:14]([CH3:15])[C:9]([OH:8])=[C:10]([CH3:24])[C:11]=1[CH3:23])[CH2:18][CH2:19][CH2:20][CH2:21][CH3:22]. Given the reactants C([O:8][C:9]1[C:10]([CH3:24])=[C:11]([CH3:23])[C:12]([NH:16][CH2:17][CH2:18][CH2:19][CH2:20][CH2:21][CH3:22])=[N:13][C:14]=1[CH3:15])C1C=CC=CC=1, predict the reaction product. (7) The product is: [Cl:1][C:2]1[CH:3]=[CH:4][C:5]([O:18][CH2:19][C:20]2[CH:21]=[CH:22][CH:23]=[CH:24][CH:25]=2)=[C:6]([CH2:8][N:9]2[C:13]([CH3:14])=[CH:12][C:11]([C:15]#[N:17])=[N:10]2)[CH:7]=1. Given the reactants [Cl:1][C:2]1[CH:3]=[CH:4][C:5]([O:18][CH2:19][C:20]2[CH:25]=[CH:24][CH:23]=[CH:22][CH:21]=2)=[C:6]([CH2:8][N:9]2[C:13]([CH3:14])=[CH:12][C:11]([C:15]([NH2:17])=O)=[N:10]2)[CH:7]=1.P(Cl)(Cl)(Cl)=O, predict the reaction product. (8) Given the reactants [NH2:1][C:2]1[CH:11]=[C:10]([F:12])[C:9]([O:13][CH3:14])=[C:8]2[C:3]=1[C:4](=[O:24])[C:5]([C:19]([O:21]CC)=[O:20])=[CH:6][N:7]2[C@@H:15]1[CH2:17][C@@H:16]1[F:18].C(O)(=O)C.Cl, predict the reaction product. The product is: [NH2:1][C:2]1[CH:11]=[C:10]([F:12])[C:9]([O:13][CH3:14])=[C:8]2[C:3]=1[C:4](=[O:24])[C:5]([C:19]([OH:21])=[O:20])=[CH:6][N:7]2[C@@H:15]1[CH2:17][C@@H:16]1[F:18]. (9) Given the reactants [CH:1]([C:4]1[CH:5]=[C:6]([CH:31]=[CH:32][CH:33]=1)[CH2:7][N:8]1[C@@H:16]2[C@H:11]([C@H:12]([CH2:19][C:20]3[CH:25]=[CH:24][C:23]([O:26][CH3:27])=[C:22]([CH:28]=C)[CH:21]=3)[CH2:13][S:14](=[O:18])(=[O:17])[CH2:15]2)[O:10][C:9]1=[O:30])([CH3:3])[CH3:2].CSC.C(Cl)Cl.C[OH:41], predict the reaction product. The product is: [CH:1]([C:4]1[CH:5]=[C:6]([CH:31]=[CH:32][CH:33]=1)[CH2:7][N:8]1[C@@H:16]2[C@H:11]([C@H:12]([CH2:19][C:20]3[CH:25]=[CH:24][C:23]([O:26][CH3:27])=[C:22]([CH:21]=3)[CH:28]=[O:41])[CH2:13][S:14](=[O:18])(=[O:17])[CH2:15]2)[O:10][C:9]1=[O:30])([CH3:2])[CH3:3]. (10) The product is: [Br-:1].[NH2:17][C:15]([C:11]1[CH:10]=[C:9]([CH:14]=[CH:13][CH:12]=1)[O:8][CH2:7][CH2:6][CH2:5][CH2:4][CH2:3][CH2:2][P+:24]([C:25]1[CH:26]=[CH:27][CH:28]=[CH:29][CH:30]=1)([C:31]1[CH:36]=[CH:35][CH:34]=[CH:33][CH:32]=1)[C:18]1[CH:19]=[CH:20][CH:21]=[CH:22][CH:23]=1)=[O:16]. Given the reactants [Br:1][CH2:2][CH2:3][CH2:4][CH2:5][CH2:6][CH2:7][O:8][C:9]1[CH:10]=[C:11]([C:15]([NH2:17])=[O:16])[CH:12]=[CH:13][CH:14]=1.[C:18]1([P:24]([C:31]2[CH:36]=[CH:35][CH:34]=[CH:33][CH:32]=2)[C:25]2[CH:30]=[CH:29][CH:28]=[CH:27][CH:26]=2)[CH:23]=[CH:22][CH:21]=[CH:20][CH:19]=1, predict the reaction product.